This data is from Reaction yield outcomes from USPTO patents with 853,638 reactions. The task is: Predict the reaction yield, written as a fraction of the theoretical maximum amount of product (1.0 means a 100% yield; for example, 0.34 means a 34% yield). (1) The reactants are C(O[C:6]([N:8]1[CH2:13][CH2:12][N:11](C2C(=O)N(CC(C)C)N=C(C3C=CC(C)=C(F)C=3)C=2C)[CH2:10][CH2:9]1)=O)(C)(C)C.[CH:34]1([CH2:37][N:38]2[C:43](=[O:44])[C:42]([CH2:45][CH2:46][CH2:47]OS(C)(=O)=O)=[CH:41][C:40]([C:53]3[CH:58]=[CH:57][C:56]([O:59][CH3:60])=[C:55]([F:61])[CH:54]=3)=[N:39]2)[CH2:36][CH2:35]1.CN1CCNCC1. No catalyst specified. The product is [CH:34]1([CH2:37][N:38]2[C:43](=[O:44])[C:42]([CH2:45][CH2:46][CH2:47][N:11]3[CH2:12][CH2:13][N:8]([CH3:6])[CH2:9][CH2:10]3)=[CH:41][C:40]([C:53]3[CH:58]=[CH:57][C:56]([O:59][CH3:60])=[C:55]([F:61])[CH:54]=3)=[N:39]2)[CH2:36][CH2:35]1. The yield is 0.620. (2) The reactants are F[C:2]1[N:7]=[C:6]([C:8]2[NH:17][C:16](=[O:18])[C:15]3[C:10](=[CH:11][C:12]([O:21][CH3:22])=[CH:13][C:14]=3[O:19][CH3:20])[N:9]=2)[CH:5]=[CH:4][CH:3]=1.Cl.Cl.[N:25]1([CH:31]([CH3:34])[CH2:32][OH:33])[CH2:30][CH2:29][NH:28][CH2:27][CH2:26]1.CN(C)C(N(C)C)=N. The catalyst is CS(C)=O.O. The product is [OH:33][CH2:32][CH:31]([N:25]1[CH2:30][CH2:29][N:28]([C:2]2[N:7]=[C:6]([C:8]3[NH:17][C:16](=[O:18])[C:15]4[C:10](=[CH:11][C:12]([O:21][CH3:22])=[CH:13][C:14]=4[O:19][CH3:20])[N:9]=3)[CH:5]=[CH:4][CH:3]=2)[CH2:27][CH2:26]1)[CH3:34]. The yield is 0.540. (3) The reactants are [C:1]([Si:5]([CH3:31])([CH3:30])[O:6][CH2:7][C@H:8]([CH2:19][N:20]1[CH:28]=[N:27][C:26]2[C:21]1=[N:22][CH:23]=[N:24][C:25]=2Cl)[C@H:9]([O:11][Si:12]([C:15]([CH3:18])([CH3:17])[CH3:16])([CH3:14])[CH3:13])[CH3:10])([CH3:4])([CH3:3])[CH3:2].[NH3:32].CO. No catalyst specified. The product is [C:1]([Si:5]([CH3:31])([CH3:30])[O:6][CH2:7][C@H:8]([CH2:19][N:20]1[CH:28]=[N:27][C:26]2[C:21]1=[N:22][CH:23]=[N:24][C:25]=2[NH2:32])[C@H:9]([O:11][Si:12]([C:15]([CH3:18])([CH3:17])[CH3:16])([CH3:14])[CH3:13])[CH3:10])([CH3:4])([CH3:3])[CH3:2]. The yield is 0.670. (4) The reactants are C([N-]C(C)C)(C)C.[Li+].[CH:9]1([C:13]#[N:14])[CH2:12][CH2:11][CH2:10]1.[Br:15][C:16]1[CH:21]=[CH:20][C:19]([CH2:22]Br)=[C:18]([I:24])[CH:17]=1. The catalyst is C1COCC1. The product is [Br:15][C:16]1[CH:21]=[CH:20][C:19]([CH2:22][C:9]2([C:13]#[N:14])[CH2:12][CH2:11][CH2:10]2)=[C:18]([I:24])[CH:17]=1. The yield is 0.890. (5) The reactants are F[C:2]1[N:7]=[C:6]([C:8]2[C:16]3[C:11](=[CH:12][N:13]=[C:14]([C:17]4[CH:18]=[N:19][N:20]([CH3:22])[CH:21]=4)[CH:15]=3)[N:10](C3CCCCO3)[N:9]=2)[CH:5]=[CH:4][CH:3]=1.[NH2:29][CH:30]1[CH2:35][CH2:34][N:33](C(OC(C)(C)C)=O)[CH2:32][CH2:31]1. No catalyst specified. The product is [CH3:22][N:20]1[CH:21]=[C:17]([C:14]2[CH:15]=[C:16]3[C:8]([C:6]4[N:7]=[C:2]([NH:29][CH:30]5[CH2:35][CH2:34][NH:33][CH2:32][CH2:31]5)[CH:3]=[CH:4][CH:5]=4)=[N:9][NH:10][C:11]3=[CH:12][N:13]=2)[CH:18]=[N:19]1. The yield is 0.0540. (6) The reactants are C(OC([N:8]1[CH2:13][CH2:12][CH:11]([N:14]2[CH:18]=[C:17]([C:19]3[C:20]([O:34][CH:35]4[CH2:38][CH2:37][CH2:36]4)=[C:21]4[C:26](=[CH:27][CH:28]=3)[N:25]([C:29]([O:31][CH3:32])=[O:30])[C@@H:24]([CH3:33])[CH2:23][CH2:22]4)[CH:16]=[N:15]2)[CH:10]([O:39][CH3:40])[CH2:9]1)=O)(C)(C)C.FC(F)(F)C(O)=O. The catalyst is ClCCl. The product is [CH:35]1([O:34][C:20]2[C:19]([C:17]3[CH:16]=[N:15][N:14]([CH:11]4[CH2:12][CH2:13][NH:8][CH2:9][CH:10]4[O:39][CH3:40])[CH:18]=3)=[CH:28][CH:27]=[C:26]3[C:21]=2[CH2:22][CH2:23][C@H:24]([CH3:33])[N:25]3[C:29]([O:31][CH3:32])=[O:30])[CH2:36][CH2:37][CH2:38]1. The yield is 0.430.